Dataset: Full USPTO retrosynthesis dataset with 1.9M reactions from patents (1976-2016). Task: Predict the reactants needed to synthesize the given product. Given the product [C:12]([O:16][C:17](=[O:18])[NH:7][CH2:6][C:5]1[CH:8]=[CH:9][C:2]([OH:1])=[C:3]([O:10][CH3:11])[CH:4]=1)([CH3:15])([CH3:14])[CH3:13], predict the reactants needed to synthesize it. The reactants are: [OH:1][C:2]1[CH:9]=[CH:8][C:5]([CH2:6][NH2:7])=[CH:4][C:3]=1[O:10][CH3:11].[C:12]([O:16][C:17](OC([O-])=O)=[O:18])([CH3:15])([CH3:14])[CH3:13].C(N(C(C)C)CC)(C)C.